Dataset: Blood-brain barrier permeability classification from the B3DB database. Task: Regression/Classification. Given a drug SMILES string, predict its absorption, distribution, metabolism, or excretion properties. Task type varies by dataset: regression for continuous measurements (e.g., permeability, clearance, half-life) or binary classification for categorical outcomes (e.g., BBB penetration, CYP inhibition). Dataset: b3db_classification. (1) The result is 0 (does not penetrate BBB). The drug is Cc1nnc(SCC2=C(C(=O)O)N3C(=O)C(NC(=O)C(N)c4ccc(O)cc4)C3SC2)s1. (2) The molecule is CSc1ccc(CC(=O)N2CCN(C(C)=O)C[C@@H]2CN2CC[C@H](O)C2)cc1. The result is 0 (does not penetrate BBB). (3) The compound is c1ccc2c(CCC3CCNCC3)c[nH]c2c1. The result is 1 (penetrates BBB). (4) The molecule is C=C(C)CNCC(=O)N(C)c1ccc(Cl)cc1C(=O)c1ccccc1. The result is 1 (penetrates BBB). (5) The molecule is Cc1cccc(Cc2cnc[nH]2)c1C. The result is 1 (penetrates BBB). (6) The molecule is C[C@@H](CN(C)C)CN1c2ccccc2Sc2ccc(C#N)cc21. The result is 1 (penetrates BBB). (7) The drug is O=C(CCCN1CCC(O)(c2cccc(Cl)c2)CC1)c1ccc(F)cc1. The result is 1 (penetrates BBB). (8) The result is 1 (penetrates BBB). The drug is CC(=O)c1ccc([C@H](O)[C@@H](CO)NC(=O)C(Cl)Cl)cc1.